Task: Predict which catalyst facilitates the given reaction.. Dataset: Catalyst prediction with 721,799 reactions and 888 catalyst types from USPTO (1) Reactant: [C:1]([C:5]1[CH:6]=[C:7]([NH:54][S:55]([CH3:58])(=[O:57])=[O:56])[C:8]([O:52][CH3:53])=[C:9]([NH:11][C:12](=[O:51])[NH:13][C:14]2[C:23]3[C:18](=[CH:19][CH:20]=[CH:21][CH:22]=3)[C:17]([O:24][C:25]3[CH:30]=[CH:29][N:28]=[C:27]([NH:31][C:32]4[CH:37]=[CH:36][C:35]([P:38]([C:43]5[CH:48]=[CH:47][CH:46]=[CH:45][CH:44]=5)(=[O:42])[O:39]CC)=[C:34]([O:49][CH3:50])[CH:33]=4)[CH:26]=3)=[CH:16][CH:15]=2)[CH:10]=1)([CH3:4])([CH3:3])[CH3:2].[OH-].[Na+].CCO.C(O)(=O)C. Product: [C:1]([C:5]1[CH:6]=[C:7]([NH:54][S:55]([CH3:58])(=[O:56])=[O:57])[C:8]([O:52][CH3:53])=[C:9]([NH:11][C:12]([NH:13][C:14]2[C:23]3[C:18](=[CH:19][CH:20]=[CH:21][CH:22]=3)[C:17]([O:24][C:25]3[CH:30]=[CH:29][N:28]=[C:27]([NH:31][C:32]4[CH:37]=[CH:36][C:35]([P:38]([C:43]5[CH:44]=[CH:45][CH:46]=[CH:47][CH:48]=5)(=[O:39])[OH:42])=[C:34]([O:49][CH3:50])[CH:33]=4)[CH:26]=3)=[CH:16][CH:15]=2)=[O:51])[CH:10]=1)([CH3:4])([CH3:2])[CH3:3]. The catalyst class is: 38. (2) Reactant: C(N(CC)CC)C.Cl[C:9]1[CH:10]=[CH:11][C:12](=[O:16])[N:13]([CH3:15])[N:14]=1.[NH:17]1[CH2:22][CH2:21][CH:20]([C:23]([OH:25])=[O:24])[CH2:19][CH2:18]1.[OH-].[Na+]. Product: [CH3:15][N:13]1[C:12](=[O:16])[CH:11]=[CH:10][C:9]([N:17]2[CH2:22][CH2:21][CH:20]([C:23]([OH:25])=[O:24])[CH2:19][CH2:18]2)=[N:14]1. The catalyst class is: 40. (3) Reactant: [CH3:1][O:2][CH2:3][CH2:4][CH2:5][O:6][C:7]1[CH:8]=[C:9]2[C:13](=[C:14]([N+:16]([O-])=O)[CH:15]=1)[NH:12][C:11]([C:19]([O:21][CH2:22][CH3:23])=[O:20])=[CH:10]2. Product: [NH2:16][C:14]1[CH:15]=[C:7]([O:6][CH2:5][CH2:4][CH2:3][O:2][CH3:1])[CH:8]=[C:9]2[C:13]=1[NH:12][C:11]([C:19]([O:21][CH2:22][CH3:23])=[O:20])=[CH:10]2. The catalyst class is: 481.